From a dataset of Catalyst prediction with 721,799 reactions and 888 catalyst types from USPTO. Predict which catalyst facilitates the given reaction. (1) Reactant: C([N:4]1[CH2:9][CH2:8][N:7]([C:10]2[N:15]=[C:14]([N:16]([CH3:18])[CH3:17])[CH:13]=[C:12]([N:19]([CH3:21])[CH3:20])[N:11]=2)[CH2:6][CH2:5]1)(=O)C.[OH-].[Na+].O. Product: [CH3:17][N:16]([CH3:18])[C:14]1[CH:13]=[C:12]([N:19]([CH3:20])[CH3:21])[N:11]=[C:10]([N:7]2[CH2:8][CH2:9][NH:4][CH2:5][CH2:6]2)[N:15]=1. The catalyst class is: 8. (2) Reactant: [CH3:1][C:2]1[CH:11]=[CH:10][C:9]2[C:4](=[C:5]([NH2:13])[C:6]([NH2:12])=[CH:7][CH:8]=2)[N:3]=1.[CH:14]([CH:16]=O)=O. The catalyst class is: 8. Product: [CH3:1][C:2]1[CH:11]=[CH:10][C:9]2[CH:8]=[CH:7][C:6]3[N:12]=[CH:16][CH:14]=[N:13][C:5]=3[C:4]=2[N:3]=1.